Task: Predict the reaction yield, written as a fraction of the theoretical maximum amount of product (1.0 means a 100% yield; for example, 0.34 means a 34% yield).. Dataset: Reaction yield outcomes from USPTO patents with 853,638 reactions The yield is 0.321. The product is [C:53]1([C:56]2[CH:61]=[CH:60][CH:59]=[CH:58][CH:57]=2)[CH:54]=[CH:55][C:50]([N:45]2[CH2:44][CH2:43][CH:42]([CH2:41][CH2:40][N:35]3[C:36]4[CH:37]=[CH:38][CH:39]=[C:30]([CH:26]=[O:25])[C:31]=4[CH2:32][CH2:33][C:34]3=[O:48])[CH2:47][CH2:46]2)=[CH:51][CH:52]=1. The catalyst is C([O-])(=O)C.[Pd+2].C([O-])(=O)C.C(OCC)(=O)C.O.C1(C)C=CC=CC=1. The reactants are F[B-](F)(F)F.C(P(C(C)(C)C)C(C)(C)C)(C)(C)C.CC(C)([O-])C.[Na+].[O:25]1CCO[CH:26]1[C:30]1[CH:39]=[CH:38][CH:37]=[C:36]2[C:31]=1[CH2:32][CH2:33][C:34](=[O:48])[N:35]2[CH2:40][CH2:41][CH:42]1[CH2:47][CH2:46][NH:45][CH2:44][CH2:43]1.Br[C:50]1[CH:55]=[CH:54][C:53]([C:56]2[CH:61]=[CH:60][CH:59]=[CH:58][CH:57]=2)=[CH:52][CH:51]=1.